Dataset: Forward reaction prediction with 1.9M reactions from USPTO patents (1976-2016). Task: Predict the product of the given reaction. Given the reactants C1(S(O[C@H:11]2[CH2:15][C@@H:14]([C:16](=[O:23])[NH:17][C:18]3([C:21]#[N:22])[CH2:20][CH2:19]3)[N:13]([C:24]([C:26]3([C:29]4[CH:34]=[CH:33][C:32]([Cl:35])=[CH:31][CH:30]=4)[CH2:28][CH2:27]3)=[O:25])[CH2:12]2)(=O)=O)C=CC=CC=1.C(=O)([O-])[O-].[K+].[K+].O1CCCC1.[C:47]1([SH:53])[CH:52]=[CH:51][CH:50]=[CH:49][CH:48]=1, predict the reaction product. The product is: [Cl:35][C:32]1[CH:31]=[CH:30][C:29]([C:26]2([C:24]([N:13]3[CH2:12][C@H:11]([S:53][C:47]4[CH:52]=[CH:51][CH:50]=[CH:49][CH:48]=4)[CH2:15][C@H:14]3[C:16]([NH:17][C:18]3([C:21]#[N:22])[CH2:20][CH2:19]3)=[O:23])=[O:25])[CH2:28][CH2:27]2)=[CH:34][CH:33]=1.